This data is from Full USPTO retrosynthesis dataset with 1.9M reactions from patents (1976-2016). The task is: Predict the reactants needed to synthesize the given product. Given the product [OH:46][C:40]1[CH:9]=[CH:10][C:11]([C:12]([O:14][CH3:15])=[O:13])=[CH:41][C:39]=1[I:38], predict the reactants needed to synthesize it. The reactants are: CC(OC(N[C@@H:9](CC1C=CC(C2N=C(C(N(C)OC)=O)N(C)C=2)=CC=1)[CH2:10][CH2:11][C:12]([O:14][C:15](C)(C)C)=[O:13])=O)(C)C.[I:38][CH:39]([CH3:41])[CH3:40].CN(C=[O:46])C.